From a dataset of Reaction yield outcomes from USPTO patents with 853,638 reactions. Predict the reaction yield, written as a fraction of the theoretical maximum amount of product (1.0 means a 100% yield; for example, 0.34 means a 34% yield). The reactants are C[N:2]1[CH2:7][CH2:6]O[CH2:4][CH2:3]1.[Cl:8][C:9]1[CH:10]=[C:11]2[C:16](=[CH:17][CH:18]=1)[CH:15]=[C:14]([C:19]([OH:21])=O)[CH:13]=[CH:12]2.F[P-](F)(F)(F)(F)F.N1(OC(N(C)C)=[N+](C)C)C2[N:34]=[CH:35][CH:36]=[CH:37][C:32]=2N=N1.[NH:46]1[C:50]2[CH:51]=[CH:52][C:53]([C:55]([OH:57])=O)=[CH:54][C:49]=2[N:48]=[N:47]1. The catalyst is CN(C)C=O. The product is [NH:46]1[C:50]2[CH:51]=[CH:52][C:53]([C:55]([N:34]3[CH2:35][C@@H:36]4[C@@H:6]5[C@H:4]([C@@H:37]4[CH2:32]3)[CH2:3][N:2]([C:19]([C:14]3[CH:13]=[CH:12][C:11]4[C:16](=[CH:17][CH:18]=[C:9]([Cl:8])[CH:10]=4)[CH:15]=3)=[O:21])[CH2:7]5)=[O:57])=[CH:54][C:49]=2[N:48]=[N:47]1. The yield is 0.500.